From a dataset of Catalyst prediction with 721,799 reactions and 888 catalyst types from USPTO. Predict which catalyst facilitates the given reaction. (1) Reactant: C(OC([N:8]1[CH2:13][CH2:12][CH2:11][CH2:10][CH:9]1[CH2:14][NH:15][C:16]1[CH:21]=[CH:20][N:19]=[C:18]([NH:22][C:23]2[CH:28]=[CH:27][CH:26]=[C:25]([Cl:29])[CH:24]=2)[N:17]=1)=O)(C)(C)C. Product: [Cl:29][C:25]1[CH:24]=[C:23]([NH:22][C:18]2[N:17]=[C:16]([NH:15][CH2:14][CH:9]3[CH2:10][CH2:11][CH2:12][CH2:13][NH:8]3)[CH:21]=[CH:20][N:19]=2)[CH:28]=[CH:27][CH:26]=1. The catalyst class is: 55. (2) Reactant: Cl[C:2]1[N:3]([CH2:25][CH:26]2[CH2:28][CH2:27]2)[C:4]2[C:9]([N:10]=1)=[C:8]([N:11]1[CH2:16][CH2:15][O:14][CH2:13][CH2:12]1)[N:7]=[C:6]([C:17]1[C:18]([CH3:24])=[N:19][C:20]([NH2:23])=[N:21][CH:22]=1)[N:5]=2.[NH:29]1[CH2:34][CH2:33][NH:32][CH2:31][CH2:30]1.C(N(CC)CC)C.[S:42](Cl)([CH3:45])(=[O:44])=[O:43]. Product: [CH:26]1([CH2:25][N:3]2[C:2]([N:29]3[CH2:34][CH2:33][N:32]([S:42]([CH3:45])(=[O:44])=[O:43])[CH2:31][CH2:30]3)=[N:10][C:9]3[C:4]2=[N:5][C:6]([C:17]2[C:18]([CH3:24])=[N:19][C:20]([NH2:23])=[N:21][CH:22]=2)=[N:7][C:8]=3[N:11]2[CH2:16][CH2:15][O:14][CH2:13][CH2:12]2)[CH2:28][CH2:27]1. The catalyst class is: 60. (3) Reactant: [CH2:1]([Mg]Br)[CH3:2].CCOCC.[N:10]1[C:17]([Cl:18])=[N:16][C:14](Cl)=[N:13][C:11]=1[Cl:12]. Product: [Cl:12][C:11]1[N:10]=[C:17]([Cl:18])[N:16]=[C:14]([CH2:1][CH3:2])[N:13]=1. The catalyst class is: 46. (4) Reactant: [F:1][C:2]1([F:19])[CH2:7][CH2:6][CH:5]([CH2:8][CH2:9][C:10]([C:12]2([C:15]([F:18])([F:17])[F:16])[CH2:14][CH2:13]2)=[O:11])[CH2:4][CH2:3]1.C1CCN2C(=NCCC2)CC1.Cl[Si:32]([CH2:37][CH3:38])([CH2:35][CH3:36])[CH2:33][CH3:34]. Product: [F:1][C:2]1([F:19])[CH2:3][CH2:4][CH:5]([CH2:8][CH:9]=[C:10]([C:12]2([C:15]([F:16])([F:17])[F:18])[CH2:13][CH2:14]2)[O:11][Si:32]([CH2:37][CH3:38])([CH2:35][CH3:36])[CH2:33][CH3:34])[CH2:6][CH2:7]1. The catalyst class is: 1. (5) Reactant: [CH2:1]1[CH2:5][O:4][CH2:3][CH2:2]1.Cl.[C:7](=[O:10])(O)[O-].[Na+]. Product: [OH:10][CH2:7][CH2:2][CH2:3][O:4][C:5]1[CH:1]=[C:2]([CH:1]=[C:5]([O:4][CH2:3][CH2:2][CH2:7][OH:10])[CH:1]=1)[CH:3]=[O:4]. The catalyst class is: 5.